From a dataset of Full USPTO retrosynthesis dataset with 1.9M reactions from patents (1976-2016). Predict the reactants needed to synthesize the given product. Given the product [CH3:1][CH2:2][CH2:3][S:4]([NH:7][C:8]1[CH:9]=[CH:10][C:11]([F:33])=[C:12]([C:15]([C:17]2[C:21]3[CH:22]=[C:23]([C:26]4[CH:27]=[CH:28][C:29]([Cl:32])=[CH:30][CH:31]=4)[CH:24]=[N:25][C:20]=3[NH:19][CH:18]=2)=[O:16])[C:13]=1[F:14])(=[O:6])=[O:5].[ClH:34], predict the reactants needed to synthesize it. The reactants are: [CH3:1][CH2:2][CH2:3][S:4]([NH:7][C:8]1[CH:9]=[CH:10][C:11]([F:33])=[C:12]([C:15]([C:17]2[C:21]3[CH:22]=[C:23]([C:26]4[CH:27]=[CH:28][C:29]([Cl:32])=[CH:30][CH:31]=4)[CH:24]=[N:25][C:20]=3[NH:19][CH:18]=2)=[O:16])[C:13]=1[F:14])(=[O:6])=[O:5].[ClH:34].C(O)C.